Dataset: Experimentally validated miRNA-target interactions with 360,000+ pairs, plus equal number of negative samples. Task: Binary Classification. Given a miRNA mature sequence and a target amino acid sequence, predict their likelihood of interaction. The miRNA is mmu-miR-199a-5p with sequence CCCAGUGUUCAGACUACCUGUUC. The protein sequence of the target gene is MAAVAAEAAATAASPGEGGAGEAEPELEPIPGSEAGTPLPVTATEAAVPDGEADGRQSAPQADEQPLPPPPPPPPPGELADSSEAEEAKPPEPAAVPVSPPEQPPAAPEQPEDAPRPPPAPALVPPAGGDSAVSHLIPGSEVRVTLDHIIEDALVVSFRLGEKLFSGVLMDLSKRFGPHGIPVTVFPKREYKDKPDAMQLQSTTFQEGIEVKQEVNGAVPDDLSPVPPPERLWASKPPPLFHEGAPYPPPLFIRDTYNQSIPQPPPRKIKRPKRKMYREEPTSIMNAIKLRPRQVLCDKC.... Result: 0 (no interaction).